Dataset: Peptide-MHC class II binding affinity with 134,281 pairs from IEDB. Task: Regression. Given a peptide amino acid sequence and an MHC pseudo amino acid sequence, predict their binding affinity value. This is MHC class II binding data. The peptide sequence is DTGHGTVVMQVKVSK. The MHC is DRB1_1301 with pseudo-sequence DRB1_1301. The binding affinity (normalized) is 0.637.